Dataset: Forward reaction prediction with 1.9M reactions from USPTO patents (1976-2016). Task: Predict the product of the given reaction. (1) Given the reactants [NH2:1][CH2:2][C@H:3]1[N:8]([C:9]([C:11]2[N:12]=[C:13]([CH3:23])[S:14][C:15]=2[C:16]2[CH:17]=[C:18]([CH3:22])[CH:19]=[CH:20][CH:21]=2)=[O:10])[CH2:7][C@H:6]2[C@@H:4]1[CH2:5]2.[CH3:24][C:25]1([CH3:37])[CH2:29][C:28]2[CH:30]=[CH:31][CH:32]=[C:33]([C:34](O)=[O:35])[C:27]=2[O:26]1, predict the reaction product. The product is: [CH3:23][C:13]1[S:14][C:15]([C:16]2[CH:17]=[C:18]([CH3:22])[CH:19]=[CH:20][CH:21]=2)=[C:11]([C:9]([N:8]2[CH2:7][C@H:6]3[C@H:4]([CH2:5]3)[C@H:3]2[CH2:2][NH:1][C:34]([C:33]2[C:27]3[O:26][C:25]([CH3:37])([CH3:24])[CH2:29][C:28]=3[CH:30]=[CH:31][CH:32]=2)=[O:35])=[O:10])[N:12]=1. (2) Given the reactants Br[C:2]1[C:3]([O:21][CH2:22][C:23]([F:26])([F:25])[F:24])=[N:4][CH:5]=[C:6]([CH:20]=1)[C:7]([NH:9][CH2:10][C:11]1[O:15][N:14]=[C:13]([C:16]([F:19])([F:18])[F:17])[N:12]=1)=[O:8].[CH2:27]1[C:35]2[C:30](=[CH:31][C:32](B(O)O)=[CH:33][CH:34]=2)[CH2:29][CH2:28]1, predict the reaction product. The product is: [CH2:27]1[C:35]2[C:30](=[CH:31][C:32]([C:2]3[C:3]([O:21][CH2:22][C:23]([F:26])([F:25])[F:24])=[N:4][CH:5]=[C:6]([CH:20]=3)[C:7]([NH:9][CH2:10][C:11]3[O:15][N:14]=[C:13]([C:16]([F:19])([F:18])[F:17])[N:12]=3)=[O:8])=[CH:33][CH:34]=2)[CH2:29][CH2:28]1. (3) Given the reactants [N+:1]([C:4]1[CH:10]=[CH:9][C:7](N)=[CH:6][CH:5]=1)([O-:3])=[O:2].C([N:13](CC)CC)C.[Cl:18][CH2:19][CH2:20][C:21](Cl)=[O:22], predict the reaction product. The product is: [Cl:18][CH2:19][CH:20]([C:7]1[CH:9]=[CH:10][C:4]([N+:1]([O-:3])=[O:2])=[CH:5][CH:6]=1)[C:21]([NH2:13])=[O:22]. (4) Given the reactants B(Cl)([C@@H]1[C@@H](C)[C@H]2C(C)(C)[C@H](C2)C1)[C@@H]1[C@@H](C)[C@H]2C(C)(C)[C@H](C2)C1.[Cl:23][CH2:24][C:25]([CH:27]1[CH2:36][CH2:35][C:34]2[C:29](=[CH:30][CH:31]=[C:32]([F:37])[CH:33]=2)[O:28]1)=[O:26].CC(C)=O.C(=O)([O-])[O-].[Na+].[Na+], predict the reaction product. The product is: [Cl:23][CH2:24][C@H:25]([C@H:27]1[CH2:36][CH2:35][C:34]2[C:29](=[CH:30][CH:31]=[C:32]([F:37])[CH:33]=2)[O:28]1)[OH:26]. (5) Given the reactants [CH3:1][C:2]([C:5]1[CH:10]=[CH:9][C:8]([S:11]([NH:14][C:15]2[N:20]=[C:19]([C:21]3[N:26]=[CH:25][CH:24]=[CH:23][N:22]=3)[N:18]=[C:17]([O:27][CH2:28][CH2:29][OH:30])[C:16]=2[O:31][C:32]2[C:37]([O:38][CH3:39])=[CH:36][CH:35]=[CH:34][CH:33]=2)(=[O:13])=[O:12])=[CH:7][CH:6]=1)([CH3:4])[CH3:3].O.[ClH:41], predict the reaction product. The product is: [CH3:4][C:2]([C:5]1[CH:10]=[CH:9][C:8]([S:11]([NH:14][C:15]2[C:16]([O:31][C:32]3[CH:33]=[CH:34][CH:35]=[CH:36][C:37]=3[O:38][CH3:39])=[C:17]([O:27][CH2:28][CH2:29][OH:30])[N:18]=[C:19]([C:21]3[N:22]=[CH:23][CH:24]=[CH:25][N:26]=3)[N:20]=2)(=[O:12])=[O:13])=[CH:7][CH:6]=1)([CH3:1])[CH3:3].[ClH:41].